Dataset: Rat liver microsome stability data. Task: Regression/Classification. Given a drug SMILES string, predict its absorption, distribution, metabolism, or excretion properties. Task type varies by dataset: regression for continuous measurements (e.g., permeability, clearance, half-life) or binary classification for categorical outcomes (e.g., BBB penetration, CYP inhibition). Dataset: rlm. (1) The drug is Cc1ccc(S(=O)(=O)Nc2ccccc2N2CCCCC2)cc1. The result is 1 (stable in rat liver microsomes). (2) The compound is CN1CCN(c2nc(NCc3nc4c(F)c(F)ccc4[nH]3)c3ncn(-c4ccncc4)c3n2)CC1. The result is 1 (stable in rat liver microsomes). (3) The molecule is O=C(O)c1c(O)c(Cc2ccccc2Cl)nc2c3c(ccc12)CCCC3. The result is 1 (stable in rat liver microsomes). (4) The drug is Cn1cc(S(=O)(=O)N2CCOCC2)cc1C(=O)Nc1ccc(Cl)c(C(F)(F)F)c1. The result is 0 (unstable in rat liver microsomes). (5) The compound is O=C(Nc1ccc(Cl)cc1)Nc1ccc(Cl)c(Cl)c1. The result is 0 (unstable in rat liver microsomes). (6) The molecule is Cc1cc2c(C(=O)NC[C@@H]3[C@H](C)CCCN3C(=O)c3nc(C)sc3-c3ccccc3)cccc2o1. The result is 0 (unstable in rat liver microsomes). (7) The compound is CCn1cc(CNC(=O)c2cc(-c3ccc(C)cc3)nc3ccc(Br)cc23)c(C)n1. The result is 1 (stable in rat liver microsomes). (8) The molecule is O=[N+]([O-])c1ccc(-c2nc(Nc3ccc(F)c(F)c3)c3ccccc3n2)cc1. The result is 0 (unstable in rat liver microsomes). (9) The molecule is Cc1ccc(NS(=O)(=O)c2ccc(C(=O)Nc3nc(-c4ccccc4)cs3)cc2)cc1. The result is 1 (stable in rat liver microsomes). (10) The molecule is CC(C)(C)C[C@H]1N[C@@H](C(=O)NCC[C@H](O)CO)[C@H](c2cccc(Cl)c2)[C@@]12C(=O)Nc1cc(Cl)c(F)cc12. The result is 1 (stable in rat liver microsomes).